This data is from Full USPTO retrosynthesis dataset with 1.9M reactions from patents (1976-2016). The task is: Predict the reactants needed to synthesize the given product. (1) The reactants are: [CH3:1][C:2]([C:6]1[CH:11]=[CH:10][CH:9]=[CH:8][CH:7]=1)([CH3:5])[CH2:3][OH:4].C(N(CC)CC)C.[CH3:19][S:20](Cl)(=[O:22])=[O:21]. Given the product [CH3:19][S:20]([O:4][CH2:3][C:2]([CH3:1])([C:6]1[CH:11]=[CH:10][CH:9]=[CH:8][CH:7]=1)[CH3:5])(=[O:22])=[O:21], predict the reactants needed to synthesize it. (2) Given the product [NH:1]1[CH2:8][CH2:7][CH2:6][C@H:2]1[C:3]([O:5][CH2:10][CH3:11])=[O:4], predict the reactants needed to synthesize it. The reactants are: [NH:1]1[CH2:8][CH2:7][CH2:6][C@H:2]1[C:3]([OH:5])=[O:4].[Cl-].[CH3:10][CH2:11]O. (3) The reactants are: [NH:1]1[C:5]([C:6]2[CH:11]=[C:10]([O:12][C:13]3[CH:18]=[CH:17][C:16]([NH2:19])=[CH:15][CH:14]=3)[CH:9]=[CH:8][N:7]=2)=[N:4][N:3]=[N:2]1.[CH2:20]([C:22]1[CH:27]=[CH:26][C:25]([N:28]=[C:29]=[O:30])=[CH:24][CH:23]=1)[CH3:21]. Given the product [CH2:20]([C:22]1[CH:27]=[CH:26][C:25]([NH:28][C:29]([NH:19][C:16]2[CH:15]=[CH:14][C:13]([O:12][C:10]3[CH:9]=[CH:8][N:7]=[C:6]([C:5]4[NH:1][N:2]=[N:3][N:4]=4)[CH:11]=3)=[CH:18][CH:17]=2)=[O:30])=[CH:24][CH:23]=1)[CH3:21], predict the reactants needed to synthesize it. (4) Given the product [NH2:19][C:20]1[N:21]=[C:22]([NH:31][C:32]2[CH:33]=[C:34]3[C:38](=[C:39]([C:41]4[S:45][C:44]5[CH:46]=[CH:47][CH:48]=[CH:49][C:43]=5[CH:42]=4)[CH:40]=2)[NH:37][N:36]=[CH:35]3)[C:23]2[C:28]([C:29]([NH2:30])=[O:2])=[CH:27][NH:26][C:24]=2[N:25]=1, predict the reactants needed to synthesize it. The reactants are: C([O-])([O-])=[O:2].C([O-])([O-])=O.OO.OO.OO.[Na+].[Na+].[Na+].[Na+].[NH2:19][C:20]1[N:21]=[C:22]([NH:31][C:32]2[CH:33]=[C:34]3[C:38](=[C:39]([C:41]4[S:45][C:44]5[CH:46]=[CH:47][CH:48]=[CH:49][C:43]=5[CH:42]=4)[CH:40]=2)[NH:37][N:36]=[CH:35]3)[C:23]2[C:28]([C:29]#[N:30])=[CH:27][NH:26][C:24]=2[N:25]=1.NC1N=C2N=CN(C#N)C(Cl)=C2C=1.O=P(Cl)(Cl)Cl.Cl. (5) Given the product [Cl:8][C:5]1[N:6]=[CH:7][C:2]([C:21]2[CH:33]=[CH:32][C:24]3[N:25]=[C:26]([NH:28][C:29](=[O:31])[CH3:30])[S:27][C:23]=3[CH:22]=2)=[CH:3][C:4]=1[NH:9][CH:10]([CH3:12])[CH3:11], predict the reactants needed to synthesize it. The reactants are: Br[C:2]1[CH:3]=[C:4]([NH:9][CH:10]([CH3:12])[CH3:11])[C:5]([Cl:8])=[N:6][CH:7]=1.CC1(C)C(C)(C)OB([C:21]2[CH:33]=[CH:32][C:24]3[N:25]=[C:26]([NH:28][C:29](=[O:31])[CH3:30])[S:27][C:23]=3[CH:22]=2)O1.C(=O)([O-])[O-].[K+].[K+]. (6) Given the product [Br:28][C:24]1[N:23]=[C:22]([CH2:21][N:8]2[C:9]3[C:14](=[CH:13][CH:12]=[C:11]([C:17]([F:20])([F:19])[F:18])[N:10]=3)[C:15](=[O:16])[C:6]([C:4](=[O:5])[C:33]3[CH:34]=[CH:35][C:36]([O:37][CH3:38])=[C:31]([F:30])[CH:32]=3)=[CH:7]2)[CH:27]=[CH:26][CH:25]=1, predict the reactants needed to synthesize it. The reactants are: CON(C)[C:4]([C:6]1[C:15](=[O:16])[C:14]2[C:9](=[N:10][C:11]([C:17]([F:20])([F:19])[F:18])=[CH:12][CH:13]=2)[N:8]([CH2:21][C:22]2[CH:27]=[CH:26][CH:25]=[C:24]([Br:28])[N:23]=2)[CH:7]=1)=[O:5].[F:30][C:31]1[CH:32]=[C:33]([Mg]Cl)[CH:34]=[CH:35][C:36]=1[O:37][CH3:38]. (7) Given the product [C:10]([O-:31])(=[O:30])[CH2:11][CH2:12][CH2:13]/[CH:14]=[CH:15]\[CH2:16]/[CH:17]=[CH:18]\[CH2:19]/[CH:20]=[CH:21]\[CH2:22]/[CH:23]=[CH:24]\[CH2:25]/[CH:26]=[CH:27]\[CH2:28][CH3:29].[NH2:9][C:7]([NH:6][C:4]([N:2]([CH3:3])[CH3:1])=[NH2+:5])=[NH:8], predict the reactants needed to synthesize it. The reactants are: [CH3:1][N:2]([C:4]([NH:6][C:7]([NH2:9])=[NH:8])=[NH:5])[CH3:3].[C:10]([OH:31])(=[O:30])[CH2:11][CH2:12][CH2:13]/[CH:14]=[CH:15]\[CH2:16]/[CH:17]=[CH:18]\[CH2:19]/[CH:20]=[CH:21]\[CH2:22]/[CH:23]=[CH:24]\[CH2:25]/[CH:26]=[CH:27]\[CH2:28][CH3:29]. (8) Given the product [CH:1]1([CH2:7][N:8]2[C:9]([C:14]3[CH:19]=[C:18]([C:20]([CH3:21])([CH3:23])[CH3:22])[CH:17]=[C:16]([C:24]([CH3:27])([CH3:26])[CH3:25])[CH:15]=3)=[CH:10][C:11]([S:29]([OH:32])(=[O:31])=[O:30])=[C:12]2[CH3:13])[CH2:6][CH2:5][CH2:4][CH2:3][CH2:2]1, predict the reactants needed to synthesize it. The reactants are: [CH:1]1([CH2:7][N:8]2[C:12]([CH3:13])=[CH:11][CH:10]=[C:9]2[C:14]2[CH:19]=[C:18]([C:20]([CH3:23])([CH3:22])[CH3:21])[CH:17]=[C:16]([C:24]([CH3:27])([CH3:26])[CH3:25])[CH:15]=2)[CH2:6][CH2:5][CH2:4][CH2:3][CH2:2]1.Cl[S:29]([OH:32])(=[O:31])=[O:30].CC(=O)OCC.O. (9) Given the product [NH2:1][C:2]1[C:11]2[N:12]=[C:13]([CH2:39][CH2:40][O:41][CH3:42])[N:14]([CH2:15][CH2:16][CH2:17][N:18]([CH2:27][C:28]3[CH:29]=[C:30]([CH:36]=[CH:37][CH:38]=3)[O:31][CH2:32][C:33]([O:35][CH2:29][CH2:30][O:31][CH3:32])=[O:34])[C:19](=[O:26])[CH2:20][N:21]([CH2:24][CH3:25])[CH2:22][CH3:23])[C:10]=2[C:9]2[CH:8]=[CH:7][CH:6]=[CH:5][C:4]=2[N:3]=1, predict the reactants needed to synthesize it. The reactants are: [NH2:1][C:2]1[C:11]2[N:12]=[C:13]([CH2:39][CH2:40][O:41][CH3:42])[N:14]([CH2:15][CH2:16][CH2:17][N:18]([CH2:27][C:28]3[CH:29]=[C:30]([CH:36]=[CH:37][CH:38]=3)[O:31][CH2:32][C:33]([OH:35])=[O:34])[C:19](=[O:26])[CH2:20][N:21]([CH2:24][CH3:25])[CH2:22][CH3:23])[C:10]=2[C:9]2[CH:8]=[CH:7][CH:6]=[CH:5][C:4]=2[N:3]=1.